This data is from Catalyst prediction with 721,799 reactions and 888 catalyst types from USPTO. The task is: Predict which catalyst facilitates the given reaction. (1) Reactant: [BH4-].[Na+].[C:3]([Si:7]([CH3:38])([CH3:37])[O:8][CH:9]1[CH2:14][CH2:13][CH:12]([O:15][C:16]2[CH:21]=[CH:20][C:19]([Cl:22])=[CH:18][C:17]=2[NH:23][C:24]([C:26]2[CH:27]=[N:28][N:29]3[CH:34]=[C:33]([CH:35]=[O:36])[CH:32]=[N:31][C:30]=23)=[O:25])[CH2:11][CH2:10]1)([CH3:6])([CH3:5])[CH3:4]. Product: [C:3]([Si:7]([CH3:38])([CH3:37])[O:8][CH:9]1[CH2:14][CH2:13][CH:12]([O:15][C:16]2[CH:21]=[CH:20][C:19]([Cl:22])=[CH:18][C:17]=2[NH:23][C:24]([C:26]2[CH:27]=[N:28][N:29]3[CH:34]=[C:33]([CH2:35][OH:36])[CH:32]=[N:31][C:30]=23)=[O:25])[CH2:11][CH2:10]1)([CH3:6])([CH3:5])[CH3:4]. The catalyst class is: 30. (2) Reactant: [Br:1][C:2]1[CH:7]=[CH:6][C:5]([F:8])=[C:4]([CH2:9]Br)[C:3]=1[CH2:11]Br.C(=O)([O-])O.[K+].[CH2:18]([NH2:25])[C:19]1[CH:24]=[CH:23][CH:22]=[CH:21][CH:20]=1. Product: [CH2:18]([N:25]1[CH2:11][C:3]2[C:4](=[C:5]([F:8])[CH:6]=[CH:7][C:2]=2[Br:1])[CH2:9]1)[C:19]1[CH:24]=[CH:23][CH:22]=[CH:21][CH:20]=1. The catalyst class is: 23. (3) Reactant: Br[CH:2]([C:16]1[CH:21]=[CH:20][CH:19]=[CH:18][C:17]=1[F:22])[C:3]([C:5]1[CH:6]=[CH:7][C:8]2[O:13][CH2:12][C:11](=[O:14])[NH:10][C:9]=2[CH:15]=1)=O.[NH2:23][N:24]1[CH:28]=[CH:27][N:26]=[C:25]1[SH:29].C(O)C. Product: [F:22][C:17]1[CH:18]=[CH:19][CH:20]=[CH:21][C:16]=1[CH:2]1[S:29][C:25]2=[N:26][CH:27]=[CH:28][N:24]2[N:23]=[C:3]1[C:5]1[CH:6]=[CH:7][C:8]2[O:13][CH2:12][C:11](=[O:14])[NH:10][C:9]=2[CH:15]=1. The catalyst class is: 11.